This data is from Full USPTO retrosynthesis dataset with 1.9M reactions from patents (1976-2016). The task is: Predict the reactants needed to synthesize the given product. (1) Given the product [C:1]([O:5][C:6](=[O:20])[NH:7][C:8]1[CH:13]=[C:12]([N:24]([CH:21]([CH3:23])[CH3:22])[CH3:25])[C:11]([C:15]#[N:16])=[CH:10][C:9]=1[N+:17]([O-:19])=[O:18])([CH3:4])([CH3:3])[CH3:2], predict the reactants needed to synthesize it. The reactants are: [C:1]([O:5][C:6](=[O:20])[NH:7][C:8]1[CH:13]=[C:12](F)[C:11]([C:15]#[N:16])=[CH:10][C:9]=1[N+:17]([O-:19])=[O:18])([CH3:4])([CH3:3])[CH3:2].[CH:21]([NH:24][CH3:25])([CH3:23])[CH3:22]. (2) Given the product [O:1]([C:2]1[CH:3]=[CH:4][C:5]([CH:8]([C:12]2[CH:13]=[CH:14][C:15]([O:18][C:24]#[N:21])=[CH:16][CH:17]=2)[CH:9]([CH3:11])[CH3:10])=[CH:6][CH:7]=1)[C:27]#[N:26], predict the reactants needed to synthesize it. The reactants are: [OH:1][C:2]1[CH:7]=[CH:6][C:5]([CH:8]([C:12]2[CH:17]=[CH:16][C:15]([OH:18])=[CH:14][CH:13]=2)[CH:9]([CH3:11])[CH3:10])=[CH:4][CH:3]=1.C([N:21]([CH2:24]C)CC)C.[N:26]#[C:27]Cl. (3) The reactants are: [Si:1]([O:8][CH:9]1[CH2:13][N:12]([C:14]([O:16][C:17]([CH3:20])([CH3:19])[CH3:18])=[O:15])[CH:11]([C:21](OC)=[O:22])[CH2:10]1)([C:4]([CH3:7])([CH3:6])[CH3:5])([CH3:3])[CH3:2].[Li+].[BH4-]. Given the product [Si:1]([O:8][CH:9]1[CH2:13][N:12]([C:14]([O:16][C:17]([CH3:20])([CH3:19])[CH3:18])=[O:15])[CH:11]([CH2:21][OH:22])[CH2:10]1)([C:4]([CH3:7])([CH3:6])[CH3:5])([CH3:3])[CH3:2], predict the reactants needed to synthesize it. (4) Given the product [Cl:23][C:24]1[CH:25]=[C:26]([CH:30]=[CH:31][CH:32]=1)[C:27]([NH:1][C:2]1[CH:3]=[C:4]2[C:8](=[CH:9][CH:10]=1)[NH:7][N:6]=[C:5]2[C:18]1[NH:19][CH:20]=[CH:21][CH:22]=1)=[O:28], predict the reactants needed to synthesize it. The reactants are: [NH2:1][C:2]1[CH:3]=[C:4]2[C:8](=[CH:9][CH:10]=1)[N:7](OC(=O)C(C)(C)C)[N:6]=[C:5]2[C:18]1[NH:19][CH:20]=[CH:21][CH:22]=1.[Cl:23][C:24]1[CH:25]=[C:26]([CH:30]=[CH:31][CH:32]=1)[C:27](Cl)=[O:28].C(N(CC)CC)C. (5) Given the product [C:1]([C@H:5]1[CH2:10][CH2:9][C@H:8]([O:11][C:12]2[CH:13]=[C:14]3[C:19](=[CH:20][CH:21]=2)[CH:18]=[C:17]([CH2:22][NH:23][CH2:31][CH:26]([CH2:25][OH:24])[C:27]([O:29][CH3:30])=[O:28])[CH:16]=[CH:15]3)[CH2:7][CH2:6]1)([CH3:4])([CH3:2])[CH3:3], predict the reactants needed to synthesize it. The reactants are: [C:1]([C@H:5]1[CH2:10][CH2:9][C@H:8]([O:11][C:12]2[CH:13]=[C:14]3[C:19](=[CH:20][CH:21]=2)[CH:18]=[C:17]([CH2:22][NH2:23])[CH:16]=[CH:15]3)[CH2:7][CH2:6]1)([CH3:4])([CH3:3])[CH3:2].[OH:24][CH2:25][C:26](=[CH2:31])[C:27]([O:29][CH3:30])=[O:28]. (6) Given the product [CH3:10][O:11][C:12]1[N:17]=[CH:16][C:15]([C:2]2[C:7]([CH3:8])=[CH:6][N:5]=[C:4]([NH2:9])[N:3]=2)=[CH:14][CH:13]=1, predict the reactants needed to synthesize it. The reactants are: Cl[C:2]1[C:7]([CH3:8])=[CH:6][N:5]=[C:4]([NH2:9])[N:3]=1.[CH3:10][O:11][C:12]1[N:17]=[CH:16][C:15](B(O)O)=[CH:14][CH:13]=1.C([O-])([O-])=O.[Na+].[Na+]. (7) Given the product [CH3:24][N:25]([CH3:35])[C:26](=[S:27])[S:34][C:16]1[CH:17]=[CH:18][CH:19]=[C:14]([O:13][CH3:12])[C:15]=1[O:20][CH2:21][O:22][CH3:23], predict the reactants needed to synthesize it. The reactants are: [Li]CCCC.CCCCCC.[CH3:12][O:13][C:14]1[CH:19]=[CH:18][CH:17]=[CH:16][C:15]=1[O:20][CH2:21][O:22][CH3:23].[CH3:24][N:25]([CH3:35])[C:26](=[S:34])[S:27][S:27][C:26](=[S:34])[N:25]([CH3:35])[CH3:24].[Cl-].[NH4+]. (8) Given the product [CH3:1][O:2][C:3](=[O:29])[CH2:4][CH2:5][CH2:6]/[CH:7]=[CH:8]\[CH2:9][C@H:10]1[C:14](=[O:15])[CH:13]=[CH:12][C@@H:11]1/[CH:16]=[CH:17]/[C@@H:18]([O:28][Si:38]([C:41]([CH3:44])([CH3:43])[CH3:42])([CH3:40])[CH3:39])[CH2:19][CH2:20][C:21]1[S:22][C:23]([CH3:27])=[C:24]([Br:26])[CH:25]=1, predict the reactants needed to synthesize it. The reactants are: [CH3:1][O:2][C:3](=[O:29])[CH2:4][CH2:5][CH2:6]/[CH:7]=[CH:8]\[CH2:9][C@H:10]1[C:14](=[O:15])[CH:13]=[CH:12][C@@H:11]1/[CH:16]=[CH:17]/[C@@H:18]([OH:28])[CH2:19][CH2:20][C:21]1[S:22][C:23]([CH3:27])=[C:24]([Br:26])[CH:25]=1.N1C(C)=CC=CC=1C.[Si:38](OS(C(F)(F)F)(=O)=O)([C:41]([CH3:44])([CH3:43])[CH3:42])([CH3:40])[CH3:39].C([O-])(O)=O.[Na+]. (9) Given the product [CH3:1][O:2][C:3]1[CH:4]=[C:5]2[C:10](=[CH:11][C:12]=1[O:13][CH3:14])[N:9]=[CH:8][N:7]=[C:6]2[NH:15][C:16]1[CH:21]=[CH:20][C:19]([NH:22][C:30]([CH:29]2[CH2:28][CH2:27][N:26]([C:33]3[CH:38]=[CH:37][CH:36]=[CH:35][CH:34]=3)[C:25]2=[O:24])=[O:31])=[CH:18][C:17]=1[F:23], predict the reactants needed to synthesize it. The reactants are: [CH3:1][O:2][C:3]1[CH:4]=[C:5]2[C:10](=[CH:11][C:12]=1[O:13][CH3:14])[N:9]=[CH:8][N:7]=[C:6]2[NH:15][C:16]1[CH:21]=[CH:20][C:19]([NH2:22])=[CH:18][C:17]=1[F:23].[O:24]=[C:25]1[CH:29]([C:30](O)=[O:31])[CH2:28][CH2:27][N:26]1[C:33]1[CH:38]=[CH:37][CH:36]=[CH:35][CH:34]=1.CCN(C(C)C)C(C)C.CN(C(ON1N=NC2C=CC=NC1=2)=[N+](C)C)C.F[P-](F)(F)(F)(F)F. (10) Given the product [Br:1][C:2]1[N:3]=[C:4]([NH:21][C:22]2[N:27]=[CH:26][C:25]([N:28]3[CH2:33][CH2:32][N:31]([C:34]([O:36][C:37]([CH3:40])([CH3:39])[CH3:38])=[O:35])[CH2:30][CH2:29]3)=[CH:24][CH:23]=2)[C:5]2[N:6]([CH:8]=[CH:9][N:10]=2)[CH:7]=1, predict the reactants needed to synthesize it. The reactants are: [Br:1][C:2]1[N:3]=[C:4](Br)[C:5]2[N:6]([CH:8]=[CH:9][N:10]=2)[CH:7]=1.C(N(C(C)C)CC)(C)C.[NH2:21][C:22]1[N:27]=[CH:26][C:25]([N:28]2[CH2:33][CH2:32][N:31]([C:34]([O:36][C:37]([CH3:40])([CH3:39])[CH3:38])=[O:35])[CH2:30][CH2:29]2)=[CH:24][CH:23]=1.